From a dataset of Catalyst prediction with 721,799 reactions and 888 catalyst types from USPTO. Predict which catalyst facilitates the given reaction. (1) Product: [CH3:21][N:20]([CH3:22])[CH2:19][CH2:18][N:8]1[C:9](=[O:13])[CH2:10][CH2:11][CH2:12][C:6]2[CH:5]=[C:4]([N+:1]([O-:3])=[O:2])[CH:15]=[CH:14][C:7]1=2. Reactant: [N+:1]([C:4]1[CH:15]=[CH:14][C:7]2[NH:8][C:9](=[O:13])[CH2:10][CH2:11][CH2:12][C:6]=2[CH:5]=1)([O-:3])=[O:2].Cl.Cl[CH2:18][CH2:19][N:20]([CH3:22])[CH3:21].C(=O)([O-])[O-].[K+].[K+].O. The catalyst class is: 655. (2) Reactant: [Br:1][C:2]1[CH:3]=[C:4]([CH:8]=[C:9]([Br:20])[C:10]=1[O:11][C:12]1[CH:17]=[CH:16][C:15]([O:18][CH3:19])=[CH:14][CH:13]=1)[CH:5]=[N:6][OH:7].[C:21]([O-])([O-])=O.[Cs+].[Cs+].[C:27]([O:30][CH2:31][CH3:32])(=[O:29])[CH3:28]. Product: [Br:1][C:2]1[CH:3]=[C:4]([CH:8]=[C:9]([Br:20])[C:10]=1[O:11][C:12]1[CH:17]=[CH:16][C:15]([O:18][CH3:19])=[CH:14][CH:13]=1)[CH:5]=[N:6][O:7][CH:28]([CH3:21])[C:27]([O:30][CH2:31][CH3:32])=[O:29]. The catalyst class is: 3. (3) Reactant: C([N:8]1[CH2:12][C@@H:11]2[C:13](=[O:16])[CH2:14][CH2:15][C@@H:10]2[CH2:9]1)C1C=CC=CC=1.[C:28]([O:27][C:25](O[C:25]([O:27][C:28]([CH3:31])([CH3:30])[CH3:29])=[O:26])=[O:26])([CH3:31])([CH3:30])[CH3:29].[H][H]. Product: [O:16]=[C:13]1[C@@H:11]2[C@@H:10]([CH2:9][N:8]([C:25]([O:27][C:28]([CH3:29])([CH3:30])[CH3:31])=[O:26])[CH2:12]2)[CH2:15][CH2:14]1. The catalyst class is: 293. (4) Reactant: C([O:3][C:4]([C:6]1[CH:14]=[C:13]2[C:9]([C:10]([C:15]#[N:16])=[CH:11][NH:12]2)=[CH:8][CH:7]=1)=[O:5])C.OO.NC(N)=[O:21]. Product: [C:15]([C:10]1[C:9]2[C:13](=[CH:14][C:6]([C:4]([OH:3])=[O:5])=[CH:7][CH:8]=2)[NH:12][CH:11]=1)(=[O:21])[NH2:16]. The catalyst class is: 273. (5) Reactant: [NH:1]1[C:5]2=[N:6][CH:7]=[C:8]([C:10]#[N:11])[CH:9]=[C:4]2[CH:3]=[CH:2]1.Cl.[CH3:13][NH:14][CH3:15].[CH2:16]=O. Product: [CH3:13][N:14]([CH2:16][C:3]1[C:4]2[C:5](=[N:6][CH:7]=[C:8]([C:10]#[N:11])[CH:9]=2)[NH:1][CH:2]=1)[CH3:15]. The catalyst class is: 32. (6) Reactant: [OH:1][C:2]1[N:9]=[C:8]([CH3:10])[CH:7]=[C:6]([NH:11][CH3:12])[C:3]=1[C:4]#[N:5].O.NN. Product: [NH2:5][CH2:4][C:3]1[C:2]([OH:1])=[N:9][C:8]([CH3:10])=[CH:7][C:6]=1[NH:11][CH3:12]. The catalyst class is: 171. (7) Product: [Br:1][C:2]1[C:3]([CH3:19])=[C:4]([C:9]2[CH:14]=[CH:13][CH:12]=[C:11]([C:15]([F:18])([F:16])[F:17])[CH:10]=2)[C:5]([NH:8][S:26]([C:23]2[CH:24]=[CH:25][C:20]([CH3:30])=[CH:21][CH:22]=2)(=[O:28])=[O:27])=[N:6][CH:7]=1. The catalyst class is: 17. Reactant: [Br:1][C:2]1[C:3]([CH3:19])=[C:4]([C:9]2[CH:14]=[CH:13][CH:12]=[C:11]([C:15]([F:18])([F:17])[F:16])[CH:10]=2)[C:5]([NH2:8])=[N:6][CH:7]=1.[C:20]1([CH3:30])[CH:25]=[CH:24][C:23]([S:26](Cl)(=[O:28])=[O:27])=[CH:22][CH:21]=1. (8) Reactant: [NH2:1][C:2]1[NH:6][N:5]=[C:4]([OH:7])[C:3]=1[C:8]1[CH:13]=[CH:12][CH:11]=[CH:10][N:9]=1.[Cl:14][C:15]1[CH:20]=[CH:19][C:18]([C:21](=O)[CH2:22][C:23](OC)=[O:24])=[CH:17][CH:16]=1. Product: [Cl:14][C:15]1[CH:16]=[CH:17][C:18]([C:21]2[NH:1][C:2]3[N:6]([N:5]=[C:4]([OH:7])[C:3]=3[C:8]3[CH:13]=[CH:12][CH:11]=[CH:10][N:9]=3)[C:23](=[O:24])[CH:22]=2)=[CH:19][CH:20]=1. The catalyst class is: 15. (9) Reactant: [Li+].CC([N-]C(C)C)C.[N:9]1([C:18]([O:20][C:21]([CH3:24])([CH3:23])[CH3:22])=[O:19])[C:17]2[C:12](=[CH:13][CH:14]=[CH:15][CH:16]=2)[CH:11]=[CH:10]1.[B:25](OC(C)C)([O:30]C(C)C)[O:26]C(C)C.Cl.[OH-].[NH4+]. Product: [B:25]([OH:30])([OH:26])[C:10]1[N:9]([C:18]([O:20][C:21]([CH3:24])([CH3:23])[CH3:22])=[O:19])[C:17]2[C:12](=[CH:13][CH:14]=[CH:15][CH:16]=2)[CH:11]=1. The catalyst class is: 1.